Dataset: Full USPTO retrosynthesis dataset with 1.9M reactions from patents (1976-2016). Task: Predict the reactants needed to synthesize the given product. (1) Given the product [OH:2][C:3]1[CH:4]=[C:5]2[C:10](=[CH:11][CH:12]=1)[C:9](=[O:13])[NH:8][CH2:7][CH2:6]2, predict the reactants needed to synthesize it. The reactants are: C[O:2][C:3]1[CH:4]=[C:5]2[C:10](=[CH:11][CH:12]=1)[C:9](=[O:13])[NH:8][CH2:7][CH2:6]2.Cl.[NH+]1C=CC=CC=1. (2) Given the product [I-:31].[CH3:25][N+:21]1[C:4]2[N:5]=[C:6]([N:8]3[CH2:13][CH2:12][N:11]([C:14]([O:16][C:17]([CH3:20])([CH3:19])[CH3:18])=[O:15])[CH2:10][CH2:9]3)[NH:7][C:2](=[O:1])[C:3]=2[CH:24]=[CH:23][CH:22]=1, predict the reactants needed to synthesize it. The reactants are: [O:1]=[C:2]1[NH:7][C:6]([N:8]2[CH2:13][CH2:12][N:11]([C:14]([O:16][C:17]([CH3:20])([CH3:19])[CH3:18])=[O:15])[CH2:10][CH2:9]2)=[N:5][C:4]2[N:21]=[CH:22][CH:23]=[CH:24][C:3]1=2.[CH2:25]1COCC1.C[I:31]. (3) Given the product [C:1]([O:5][C:6]([N:8]1[CH2:13][CH2:12][CH:11]([CH2:14][OH:15])[CH2:10][CH2:9]1)=[O:7])([CH3:4])([CH3:3])[CH3:2], predict the reactants needed to synthesize it. The reactants are: [C:1]([O:5][C:6]([N:8]1[CH2:13][CH2:12][CH:11]([C:14](O)=[O:15])[CH2:10][CH2:9]1)=[O:7])([CH3:4])([CH3:3])[CH3:2].B#B.[H][H].Cl.[OH-].[Na+]. (4) Given the product [F:12][CH:13]([F:24])[O:14][C:15]1[CH:16]=[C:17]([NH:21][C:22]([NH:7][CH2:6][CH2:5][C:4]2[CH:3]=[C:2]([F:1])[CH:10]=[C:9]([F:11])[CH:8]=2)=[O:23])[CH:18]=[CH:19][CH:20]=1, predict the reactants needed to synthesize it. The reactants are: [F:1][C:2]1[CH:3]=[C:4]([CH:8]=[C:9]([F:11])[CH:10]=1)[CH2:5][CH2:6][NH2:7].[F:12][CH:13]([F:24])[O:14][C:15]1[CH:16]=[C:17]([N:21]=[C:22]=[O:23])[CH:18]=[CH:19][CH:20]=1.NN. (5) Given the product [CH3:32][CH:31]([CH3:33])[C@H:27]([N:22]1[CH2:21][C:20]2[C:24](=[CH:25][C:17]([C:14]3[CH:15]=[CH:16][C:11]([NH:10][C:9]([NH:8][C:5]4[CH:6]=[CH:7][CH:2]=[CH:3][CH:4]=4)=[O:34])=[CH:12][CH:13]=3)=[CH:18][CH:19]=2)[C:23]1=[O:26])[C:28]([OH:30])=[O:29], predict the reactants needed to synthesize it. The reactants are: F[C:2]1[CH:7]=[CH:6][C:5]([NH:8][C:9](=[O:34])[NH:10][C:11]2[CH:16]=[CH:15][C:14]([C:17]3[CH:25]=[C:24]4[C:20]([CH2:21][N:22]([C@@H:27]([CH:31]([CH3:33])[CH3:32])[C:28]([OH:30])=[O:29])[C:23]4=[O:26])=[CH:19][CH:18]=3)=[CH:13][CH:12]=2)=[CH:4][CH:3]=1.FC1C=C(NC(=O)NC2C=CC(C3C=C4C(CN([C@@H](C(C)C)C(O)=O)C4=O)=CC=3)=CC=2)C=CC=1. (6) The reactants are: [Br:1][C:2]1[C:3](=O)[NH:4][C:5]([NH:8][C:9]2[CH:14]=[CH:13][C:12]([F:15])=[C:11]([Cl:16])[CH:10]=2)=[N:6][CH:7]=1.C([O-])(O)=O.[Na+].P(Cl)(Cl)([Cl:25])=O. Given the product [Br:1][C:2]1[C:3]([Cl:25])=[N:4][C:5]([NH:8][C:9]2[CH:14]=[CH:13][C:12]([F:15])=[C:11]([Cl:16])[CH:10]=2)=[N:6][CH:7]=1, predict the reactants needed to synthesize it. (7) Given the product [NH2:1][C:2]1[CH:7]=[CH:6][C:5]([S:32][CH2:25][C:26]2[CH:31]=[CH:30][CH:29]=[CH:28][CH:27]=2)=[CH:4][C:3]=1/[CH:9]=[CH:10]/[C:11]([O:13][CH2:14][CH3:15])=[O:12], predict the reactants needed to synthesize it. The reactants are: [NH2:1][C:2]1[CH:7]=[CH:6][C:5](Br)=[CH:4][C:3]=1/[CH:9]=[CH:10]/[C:11]([O:13][CH2:14][CH3:15])=[O:12].CCN(C(C)C)C(C)C.[CH2:25]([SH:32])[C:26]1[CH:31]=[CH:30][CH:29]=[CH:28][CH:27]=1.